Dataset: Catalyst prediction with 721,799 reactions and 888 catalyst types from USPTO. Task: Predict which catalyst facilitates the given reaction. (1) Reactant: [CH3:1][C@@:2]([OH:34])([C:30]([CH3:33])([CH3:32])[CH3:31])[C@@H:3]1[C@:8]2([O:28][CH3:29])[C@@H:9]3[O:23][C:18]4=[C:19]([OH:22])[CH:20]=[CH:21][C:16]5=[C:17]4[C@:10]43[CH2:11][CH2:12][N:13]([CH2:24][CH:25]3[CH2:27][CH2:26]3)[C@H:14]([CH2:15]5)[C@@:5]4([CH2:6][CH2:7]2)[CH2:4]1.Cl.C(N(CC)CC)C.O. Product: [CH3:1][C@@:2]([OH:34])([C:30]([CH3:33])([CH3:32])[CH3:31])[C@@H:3]1[C@:8]2([O:28][CH3:29])[C@@H:9]3[O:23][C:18]4=[C:19]([OH:22])[CH:20]=[CH:21][C:16]5=[C:17]4[C@:10]43[CH2:11][CH2:12][N:13]([CH2:24][CH:25]3[CH2:26][CH2:27]3)[C@H:14]([CH2:15]5)[C@@:5]4([CH2:6][CH2:7]2)[CH2:4]1. The catalyst class is: 4. (2) Reactant: Br[C:2]1[CH:7]=[CH:6][C:5]([N:8]([CH3:12])[CH2:9][CH2:10][OH:11])=[CH:4][CH:3]=1.[CH3:13][Sn:14]([CH3:20])([CH3:19])[Sn:14]([CH3:20])([CH3:19])[CH3:13]. Product: [CH3:12][N:8]([C:5]1[CH:6]=[CH:7][C:2]([Sn:14]([CH3:20])([CH3:19])[CH3:13])=[CH:3][CH:4]=1)[CH2:9][CH2:10][OH:11]. The catalyst class is: 109. (3) Reactant: [CH2:1]([N:4]([CH2:33][CH2:34][CH3:35])[C:5]([C:7]1=[CH:8][C:9]2[CH:25]=[CH:24][C:23]([C:26]3[CH:31]=[CH:30][C:29]([OH:32])=[CH:28][CH:27]=3)=[CH:22][C:10]=2[N:11]=[C:12]([NH:14][C:15](=[O:21])[O:16][C:17]([CH3:20])([CH3:19])[CH3:18])[CH2:13]1)=[O:6])[CH2:2][CH3:3].[F:36][C:37]([F:56])([F:55])[S:38](N(C1C=CC=CC=1)[S:38]([C:37]([F:56])([F:55])[F:36])(=[O:40])=[O:39])(=[O:40])=[O:39]. Product: [F:36][C:37]([F:56])([F:55])[S:38]([O:32][C:29]1[CH:28]=[CH:27][C:26]([C:23]2[CH:24]=[CH:25][C:9]3=[C:10]([CH:22]=2)[N:11]=[C:12]([NH:14][C:15]([O:16][C:17]([CH3:20])([CH3:19])[CH3:18])=[O:21])[CH2:13][C:7]([C:5](=[O:6])[N:4]([CH2:1][CH2:2][CH3:3])[CH2:33][CH2:34][CH3:35])=[CH:8]3)=[CH:31][CH:30]=1)(=[O:40])=[O:39]. The catalyst class is: 2. (4) Reactant: [C:1]([O:9][CH2:10][CH3:11])(=[O:8])[CH2:2][C:3]([O:5][CH2:6][CH3:7])=[O:4].[O-]CC.[Na+].[F:16][C:17]1[CH:18]=[C:19](Br)[CH:20]=[C:21]([F:24])[C:22]=1[F:23].Cl. Product: [F:16][C:17]1[CH:18]=[C:19]([CH:2]([C:3]([O:5][CH2:6][CH3:7])=[O:4])[C:1]([O:9][CH2:10][CH3:11])=[O:8])[CH:20]=[C:21]([F:24])[C:22]=1[F:23]. The catalyst class is: 97. (5) Reactant: C([Li])CCC.Br[C:7]1[C:8]([N:21]2[CH2:26][CH2:25][O:24][CH2:23][CH2:22]2)=[N:9][N:10]2[C:15]([Si:16]([CH3:19])([CH3:18])[CH3:17])=[C:14]([Cl:20])[CH:13]=[CH:12][C:11]=12.[CH:27]([C:29]1[N:34]=[C:33]([C:35]([O:37][CH3:38])=[O:36])[CH:32]=[CH:31][CH:30]=1)=[O:28].[Cl-].[NH4+]. Product: [Cl:20][C:14]1[CH:13]=[CH:12][C:11]2[N:10]([N:9]=[C:8]([N:21]3[CH2:26][CH2:25][O:24][CH2:23][CH2:22]3)[C:7]=2[CH:27]([OH:28])[C:29]2[N:34]=[C:33]([C:35]([O:37][CH3:38])=[O:36])[CH:32]=[CH:31][CH:30]=2)[C:15]=1[Si:16]([CH3:19])([CH3:18])[CH3:17]. The catalyst class is: 188. (6) Reactant: [CH3:1][N:2]([CH3:21])[C:3]([CH:5]1[CH2:10][CH2:9][N:8](C(OCC2C=CC=CC=2)=O)[CH2:7][CH2:6]1)=[O:4].CO.[H][H]. Product: [CH3:1][N:2]([CH3:21])[C:3]([CH:5]1[CH2:6][CH2:7][NH:8][CH2:9][CH2:10]1)=[O:4]. The catalyst class is: 45. (7) The catalyst class is: 5. Product: [CH3:1][C:2]1([CH3:25])[CH2:11][CH2:10][C:9]([CH3:12])([CH3:13])[C:8]2[CH:7]=[C:6]([C:14]3[N:18]=[C:17]([N:19]4[CH2:20][CH2:21][N:22]([CH2:33][CH2:32][CH2:31][CH2:30][OH:29])[CH2:23][CH2:24]4)[O:16][N:15]=3)[CH:5]=[CH:4][C:3]1=2. Reactant: [CH3:1][C:2]1([CH3:25])[CH2:11][CH2:10][C:9]([CH3:13])([CH3:12])[C:8]2[CH:7]=[C:6]([C:14]3[N:18]=[C:17]([N:19]4[CH2:24][CH2:23][NH:22][CH2:21][CH2:20]4)[O:16][N:15]=3)[CH:5]=[CH:4][C:3]1=2.C([O:29][CH2:30][CH2:31][CH2:32][CH2:33]Br)(=O)C.[OH-].[Na+]. (8) Reactant: [NH2:1][C:2]1[CH:10]=[CH:9][CH:8]=[C:7]([Cl:11])[C:3]=1[C:4]([OH:6])=O.O=S(Cl)Cl.[NH2:16][C:17]1(N)[CH2:22][CH:21]=[CH:20][CH:19]=[C:18]1[C:23]1[CH:28]=[CH:27][CH:26]=[CH:25][CH:24]=1.C(Cl)(Cl)Cl. Product: [NH2:1][C:2]1[CH:10]=[CH:9][CH:8]=[C:7]([Cl:11])[C:3]=1[C:4]([NH:16][C:17]1[CH:22]=[CH:21][CH:20]=[CH:19][C:18]=1[C:23]1[CH:24]=[CH:25][CH:26]=[CH:27][CH:28]=1)=[O:6]. The catalyst class is: 48. (9) Reactant: [CH:1]1([CH:5]([C:11]2[CH:16]=[CH:15][CH:14]=[C:13]([OH:17])[CH:12]=2)[CH2:6][C:7]([O:9][CH3:10])=[O:8])[CH2:4][CH2:3][CH2:2]1.[CH2:18]=[O:19].[Cl-].[Mg+2].[Cl-]. Product: [CH:1]1([CH:5]([C:11]2[CH:16]=[CH:15][CH:14]=[C:13]([OH:17])[C:12]=2[CH:18]=[O:19])[CH2:6][C:7]([O:9][CH3:10])=[O:8])[CH2:2][CH2:3][CH2:4]1. The catalyst class is: 10.